Dataset: Catalyst prediction with 721,799 reactions and 888 catalyst types from USPTO. Task: Predict which catalyst facilitates the given reaction. (1) Reactant: CC1C=CC(S(O[CH2:12][C@@H:13]([C:15]2[C:24]([CH3:25])=[CH:23][C:22]3[C:17](=[CH:18][CH:19]=[CH:20][CH:21]=3)[C:16]=2[Cl:26])[OH:14])(=O)=O)=CC=1.CC(C)([O-])C.[K+]. Product: [Cl:26][C:16]1[C:17]2[C:22](=[CH:21][CH:20]=[CH:19][CH:18]=2)[CH:23]=[C:24]([CH3:25])[C:15]=1[C@@H:13]1[CH2:12][O:14]1. The catalyst class is: 1. (2) Reactant: [F:1][C:2]([F:31])([F:30])[C:3]1[C:4]2[C:8]([CH:9]=[CH:10][CH:11]=1)=[N:7][N:6]1[C:12](=[O:29])[CH:13]=[C:14]([CH:16]3[CH2:21][CH2:20][N:19](C(OC(C)(C)C)=O)[CH2:18][CH2:17]3)[NH:15][C:5]=21.[ClH:32]. Product: [ClH:32].[NH:19]1[CH2:20][CH2:21][CH:16]([C:14]2[N:15]3[N:7]=[C:8]4[C:4]([C:3]([C:2]([F:31])([F:30])[F:1])=[CH:11][CH:10]=[CH:9]4)=[C:5]3[NH:6][C:12](=[O:29])[CH:13]=2)[CH2:17][CH2:18]1. The catalyst class is: 71. (3) Reactant: [C:1]1([CH3:12])[CH:6]=[CH:5][C:4]([C:7]2[O:8][CH:9]=[N:10][N:11]=2)=[CH:3][CH:2]=1.[Br:13]N1C(=O)CCC1=O.C(OOC(=O)C1C=CC=CC=1)(=O)C1C=CC=CC=1. Product: [Br:13][CH2:12][C:1]1[CH:2]=[CH:3][C:4]([C:7]2[O:8][CH:9]=[N:10][N:11]=2)=[CH:5][CH:6]=1. The catalyst class is: 53.